Task: Predict which catalyst facilitates the given reaction.. Dataset: Catalyst prediction with 721,799 reactions and 888 catalyst types from USPTO (1) Reactant: [Br:1][C:2]1[CH:7]=[C:6]([Br:8])[C:5](F)=[CH:4][C:3]=1F.[C:11]1([OH:17])[CH:16]=[CH:15][CH:14]=[CH:13][CH:12]=1.[C:18](=[O:21])([O-])[O-].[K+].[K+]. Product: [Br:1][C:2]1[CH:7]=[C:6]([Br:8])[C:5]([O:17][C:11]2[CH:16]=[CH:15][CH:14]=[CH:13][CH:12]=2)=[CH:4][C:3]=1[O:21][C:18]1[CH:6]=[CH:7][CH:2]=[CH:3][CH:4]=1. The catalyst class is: 37. (2) Reactant: [Cl:1][C:2]1[CH:3]=[C:4]([N:11]([CH2:18][C:19]2[CH:24]=[CH:23][C:22]([O:25][CH3:26])=[CH:21][CH:20]=2)[C:12]2[CH:17]=[CH:16][CH:15]=[CH:14][CH:13]=2)[C:5]2[N:6]([CH:8]=[CH:9][N:10]=2)[N:7]=1.C1C(=O)N([I:34])C(=O)C1. Product: [Cl:1][C:2]1[CH:3]=[C:4]([N:11]([CH2:18][C:19]2[CH:20]=[CH:21][C:22]([O:25][CH3:26])=[CH:23][CH:24]=2)[C:12]2[CH:17]=[CH:16][CH:15]=[CH:14][CH:13]=2)[C:5]2[N:6]([C:8]([I:34])=[CH:9][N:10]=2)[N:7]=1. The catalyst class is: 22.